The task is: Predict the product of the given reaction.. This data is from Forward reaction prediction with 1.9M reactions from USPTO patents (1976-2016). (1) Given the reactants [F:1][C:2]([F:17])([F:16])[C:3]1[CH:8]=[CH:7][C:6]([C:9]2([CH2:14][OH:15])[CH2:13][CH2:12][CH2:11][CH2:10]2)=[CH:5][CH:4]=1.CCN(CC)CC.[S:25](Cl)([CH3:28])(=[O:27])=[O:26], predict the reaction product. The product is: [F:1][C:2]([F:16])([F:17])[C:3]1[CH:4]=[CH:5][C:6]([C:9]2([CH2:14][O:15][S:25]([CH3:28])(=[O:27])=[O:26])[CH2:13][CH2:12][CH2:11][CH2:10]2)=[CH:7][CH:8]=1. (2) Given the reactants [C:1]([O:4][CH2:5][CH2:6][NH:7][C:8]1[C:9]([N+:25]([O-])=O)=[C:10]2[C:15](=[CH:16][CH:17]=1)[C:14](=[O:18])[N:13]([CH2:19][CH2:20][O:21][C:22](=[O:24])[CH3:23])[CH:12]=[CH:11]2)(=[O:3])[CH3:2].C(O)C.[Cl-].[NH4+].O, predict the reaction product. The product is: [C:1]([O:4][CH2:5][CH2:6][NH:7][C:8]1[C:9]([NH2:25])=[C:10]2[C:15](=[CH:16][CH:17]=1)[C:14](=[O:18])[N:13]([CH2:19][CH2:20][O:21][C:22](=[O:24])[CH3:23])[CH:12]=[CH:11]2)(=[O:3])[CH3:2]. (3) Given the reactants Cl[C:2]1[N:7]=[C:6]([NH:8][C:9]2[CH:13]=[C:12]([O:14][CH:15]([CH3:17])[CH3:16])[NH:11][N:10]=2)[C:5]([N+:18]([O-:20])=[O:19])=[CH:4][CH:3]=1.[F:21][C:22]1[CH:23]=[CH:24][C:25]([C@@H:28]([NH2:31])[CH2:29][CH3:30])=[N:26][CH:27]=1.C(N(C(C)C)CC)(C)C, predict the reaction product. The product is: [F:21][C:22]1[CH:23]=[CH:24][C:25]([C@@H:28]([NH:31][C:2]2[N:7]=[C:6]([NH:8][C:9]3[CH:13]=[C:12]([O:14][CH:15]([CH3:17])[CH3:16])[NH:11][N:10]=3)[C:5]([N+:18]([O-:20])=[O:19])=[CH:4][CH:3]=2)[CH2:29][CH3:30])=[N:26][CH:27]=1. (4) Given the reactants [CH3:1][O:2][C:3]1[CH:4]=[C:5]([CH:20]=[CH:21][C:22]=1[O:23][CH3:24])[CH2:6][C:7]1[N:8]([C:13]2[CH:18]=[CH:17][C:16]([F:19])=[CH:15][CH:14]=2)[C:9]([SH:12])=[N:10][N:11]=1.CCN(CC)CC.[F:32][C:33]1[CH:40]=[CH:39][CH:38]=[C:37]([F:41])[C:34]=1[CH2:35]Br, predict the reaction product. The product is: [F:32][C:33]1[CH:40]=[CH:39][CH:38]=[C:37]([F:41])[C:34]=1[CH2:35][S:12][C:9]1[N:8]([C:13]2[CH:18]=[CH:17][C:16]([F:19])=[CH:15][CH:14]=2)[C:7]([CH2:6][C:5]2[CH:20]=[CH:21][C:22]([O:23][CH3:24])=[C:3]([O:2][CH3:1])[CH:4]=2)=[N:11][N:10]=1. (5) Given the reactants Cl[C:2]1[C:11]2[C:6](=[CH:7][CH:8]=[CH:9][CH:10]=2)[N:5]=[C:4]2[N:12]([C:16]3[CH:21]=[CH:20][CH:19]=[CH:18][N:17]=3)[N:13]=[C:14]([CH3:15])[C:3]=12.[NH:22]1[CH2:27][CH2:26][O:25][CH2:24][CH2:23]1.C(=O)([O-])[O-].[K+].[K+], predict the reaction product. The product is: [CH3:15][C:14]1[C:3]2[C:4](=[N:5][C:6]3[C:11]([C:2]=2[N:22]2[CH2:27][CH2:26][O:25][CH2:24][CH2:23]2)=[CH:10][CH:9]=[CH:8][CH:7]=3)[N:12]([C:16]2[CH:21]=[CH:20][CH:19]=[CH:18][N:17]=2)[N:13]=1. (6) Given the reactants [CH3:1][O:2][C:3]1[CH:19]=[CH:18][C:6]([CH2:7][N:8]2[CH:12]=[C:11]([C:13]([O:15]CC)=[O:14])[N:10]=[N:9]2)=[CH:5][CH:4]=1.O[Li].O, predict the reaction product. The product is: [CH3:1][O:2][C:3]1[CH:4]=[CH:5][C:6]([CH2:7][N:8]2[CH:12]=[C:11]([C:13]([OH:15])=[O:14])[N:10]=[N:9]2)=[CH:18][CH:19]=1. (7) Given the reactants [C:1]([NH:4][CH2:5][CH2:6][CH2:7][S:8]([O:11][CH2:12][C:13]([CH3:28])([CH3:27])[C@@H:14](O)[C:15]([O:17][CH2:18][CH2:19][O:20][C:21]([O:23][CH2:24][CH3:25])=[O:22])=[O:16])(=[O:10])=[O:9])(=[O:3])[CH3:2].[P:29](Cl)(OC1C=CC=CC=1)([O:31][C:32]1[CH:37]=[CH:36][CH:35]=[CH:34][CH:33]=1)=[O:30].C(N(CC)CC)C, predict the reaction product. The product is: [C:1]([NH:4][CH2:5][CH2:6][CH2:7][S:8]([O:11][CH2:12][C:13]([CH3:28])([CH3:27])[C@@H:14]([PH:29]([O:31][C:32]1[CH:37]=[CH:36][CH:35]=[CH:34][CH:33]=1)=[O:30])[C:15]([O:17][CH2:18][CH2:19][O:20][C:21]([O:23][CH2:24][CH3:25])=[O:22])=[O:16])(=[O:10])=[O:9])(=[O:3])[CH3:2]. (8) The product is: [Br:1][C:2]1[CH:3]=[C:4]([CH:8]2[N:12]([CH3:16])[C:11](=[O:13])[CH2:10][CH2:9]2)[CH:5]=[N:6][CH:7]=1. Given the reactants [Br:1][C:2]1[CH:3]=[C:4]([CH:8]2[NH:12][C:11](=[O:13])[CH2:10][CH2:9]2)[CH:5]=[N:6][CH:7]=1.[H-].[Na+].[CH3:16]I, predict the reaction product. (9) Given the reactants [CH2:1]([N:8]1[C:17]2[C:12](=[CH:13][CH:14]=[C:15]([OH:18])[CH:16]=2)[CH2:11][CH2:10][CH2:9]1)[C:2]1[CH:7]=[CH:6][CH:5]=[CH:4][CH:3]=1.C(N(CC)CC)C.[Cl:26][C:27]1[CH:32]=[CH:31][CH:30]=[CH:29][C:28]=1[N:33]=[C:34]=[O:35], predict the reaction product. The product is: [Cl:26][C:27]1[CH:32]=[CH:31][CH:30]=[CH:29][C:28]=1[NH:33][C:34](=[O:35])[O:18][C:15]1[CH:16]=[C:17]2[C:12]([CH2:11][CH2:10][CH2:9][N:8]2[CH2:1][C:2]2[CH:3]=[CH:4][CH:5]=[CH:6][CH:7]=2)=[CH:13][CH:14]=1. (10) Given the reactants C[O:2][C:3](=[O:27])[C:4]1[CH:9]=[CH:8][C:7]([C:10]2[CH:15]=[CH:14][N:13]=[C:12]([CH3:16])[C:11]=2[C:17]#[C:18][C:19]2[CH:20]=[N:21][C:22]([NH2:25])=[CH:23][CH:24]=2)=[CH:6][C:5]=1[F:26].[OH-].[Na+], predict the reaction product. The product is: [NH2:25][C:22]1[N:21]=[CH:20][C:19]([C:18]#[C:17][C:11]2[C:12]([CH3:16])=[N:13][CH:14]=[CH:15][C:10]=2[C:7]2[CH:8]=[CH:9][C:4]([C:3]([OH:27])=[O:2])=[C:5]([F:26])[CH:6]=2)=[CH:24][CH:23]=1.